From a dataset of NCI-60 drug combinations with 297,098 pairs across 59 cell lines. Regression. Given two drug SMILES strings and cell line genomic features, predict the synergy score measuring deviation from expected non-interaction effect. Drug 1: CS(=O)(=O)CCNCC1=CC=C(O1)C2=CC3=C(C=C2)N=CN=C3NC4=CC(=C(C=C4)OCC5=CC(=CC=C5)F)Cl. Drug 2: CC(C)NC(=O)C1=CC=C(C=C1)CNNC.Cl. Cell line: SK-MEL-5. Synergy scores: CSS=-4.46, Synergy_ZIP=0.357, Synergy_Bliss=1.13, Synergy_Loewe=-2.74, Synergy_HSA=-1.86.